This data is from Peptide-MHC class II binding affinity with 134,281 pairs from IEDB. The task is: Regression. Given a peptide amino acid sequence and an MHC pseudo amino acid sequence, predict their binding affinity value. This is MHC class II binding data. (1) The peptide sequence is AAATAGTTVYGAFAA. The MHC is HLA-DQA10102-DQB10502 with pseudo-sequence HLA-DQA10102-DQB10502. The binding affinity (normalized) is 0.151. (2) The peptide sequence is KKCDESVLTRLEAWLTE. The MHC is HLA-DQA10501-DQB10302 with pseudo-sequence HLA-DQA10501-DQB10302. The binding affinity (normalized) is 0.481. (3) The peptide sequence is ITAMSEVQKVSQPAT. The MHC is DRB1_0401 with pseudo-sequence DRB1_0401. The binding affinity (normalized) is 0.329. (4) The peptide sequence is CNANPGLMKDVAKVF. The MHC is HLA-DPA10201-DPB10101 with pseudo-sequence HLA-DPA10201-DPB10101. The binding affinity (normalized) is 0.125. (5) The peptide sequence is TLWQRPLVTIKIGGQLTEAL. The MHC is HLA-DPA10201-DPB10501 with pseudo-sequence HLA-DPA10201-DPB10501. The binding affinity (normalized) is 0.488. (6) The binding affinity (normalized) is 0.699. The MHC is DRB1_0701 with pseudo-sequence DRB1_0701. The peptide sequence is AFKVAITAANAAPAN.